From a dataset of Forward reaction prediction with 1.9M reactions from USPTO patents (1976-2016). Predict the product of the given reaction. (1) Given the reactants Cl[C:2]1[N:3]=[N+:4]([O-:12])[C:5]2[CH:11]=[CH:10][CH:9]=[CH:8][C:6]=2[N:7]=1.[CH3:13][O:14][CH2:15][CH2:16][C:17]1[CH:18]=[C:19]([CH:21]=[CH:22][CH:23]=1)[NH2:20], predict the reaction product. The product is: [CH3:13][O:14][CH2:15][CH2:16][C:17]1[CH:18]=[C:19]([NH:20][C:2]2[N:3]=[N+:4]([O-:12])[C:5]3[CH:11]=[CH:10][CH:9]=[CH:8][C:6]=3[N:7]=2)[CH:21]=[CH:22][CH:23]=1. (2) Given the reactants [OH:1]/[N:2]=[C:3](\Cl)/[C:4]1[CH:9]=[CH:8][C:7]([F:10])=[CH:6][CH:5]=1.CN([CH:15]=[CH:16][C:17]([O:19][CH2:20][CH3:21])=[O:18])C.C(N(CC)CC)C, predict the reaction product. The product is: [CH2:20]([O:19][C:17]([C:16]1[C:3]([C:4]2[CH:9]=[CH:8][C:7]([F:10])=[CH:6][CH:5]=2)=[N:2][O:1][CH:15]=1)=[O:18])[CH3:21]. (3) Given the reactants C([O:3][C:4]([C:6]1[CH:7]=[C:8]2[C:13](=[CH:14][CH:15]=1)[NH:12][CH:11]([C:16]1[CH:17]=[C:18]([C:23]3[CH:28]=[CH:27][C:26]([C:29]#[N:30])=[CH:25][CH:24]=3)[CH:19]=[C:20]([F:22])[CH:21]=1)[C:10]([CH3:32])([CH3:31])[CH2:9]2)=[O:5])C.O.[OH-].[Li+].O.Cl, predict the reaction product. The product is: [C:29]([C:26]1[CH:25]=[CH:24][C:23]([C:18]2[CH:19]=[C:20]([F:22])[CH:21]=[C:16]([CH:11]3[C:10]([CH3:32])([CH3:31])[CH2:9][C:8]4[C:13](=[CH:14][CH:15]=[C:6]([C:4]([OH:5])=[O:3])[CH:7]=4)[NH:12]3)[CH:17]=2)=[CH:28][CH:27]=1)#[N:30]. (4) Given the reactants [Cl:1][C:2]1[CH:7]=[CH:6][C:5]([C:8](=[CH:15][O:16]C)[CH2:9][CH2:10][CH2:11][CH2:12][CH2:13][CH3:14])=[CH:4][N:3]=1.Cl, predict the reaction product. The product is: [Cl:1][C:2]1[N:3]=[CH:4][C:5]([CH:8]([CH2:9][CH2:10][CH2:11][CH2:12][CH2:13][CH3:14])[CH:15]=[O:16])=[CH:6][CH:7]=1. (5) The product is: [Cl:8][C:6]1[CH:7]=[C:2]([O:42][CH:40]([CH3:41])[CH3:39])[N:3]=[C:4]([S:9][CH2:10][C:11]2[CH:16]=[CH:15][CH:14]=[C:13]([F:17])[C:12]=2[F:18])[N:5]=1. Given the reactants Cl[C:2]1[CH:7]=[C:6]([Cl:8])[N:5]=[C:4]([S:9][CH2:10][C:11]2[CH:16]=[CH:15][CH:14]=[C:13]([F:17])[C:12]=2[F:18])[N:3]=1.FC1C(F)=CC=CC=1CSC1N=C(O)C=C(O)N=1.[H-].[Na+].[CH3:39][CH:40]([OH:42])[CH3:41], predict the reaction product. (6) Given the reactants [CH2:1]([O:4][C:5]([N:7]1[C@:11]2([C@@H:16]([F:17])[CH2:15][C@@H:14]3[C@H:12]2[C@H:13]3[C:18]([OH:20])=[O:19])[C:10](=[O:21])[O:9][CH2:8]1)=[O:6])[CH:2]=[CH2:3].[C:22](=[O:31])([O:27][CH:28]([CH3:30])[CH3:29])[O:23][CH:24](Cl)[CH3:25], predict the reaction product. The product is: [F:17][C@@H:16]1[C@@:11]2([C:10](=[O:21])[O:9][CH2:8][N:7]2[C:5]([O:4][CH2:1][CH:2]=[CH2:3])=[O:6])[CH:12]2[C@H:14]([C@@H:13]2[C:18]([O:20][C@@H:24]([O:23][C:22]([O:27][CH:28]([CH3:30])[CH3:29])=[O:31])[CH3:25])=[O:19])[CH2:15]1. (7) Given the reactants C(OC([N:8]1[CH2:13][CH2:12][CH:11]([N:14]2[C:18]3[CH:19]=[CH:20][C:21]([Cl:23])=[CH:22][C:17]=3[NH:16][C:15]2=[O:24])[CH2:10][CH2:9]1)=O)(C)(C)C.O.C(O)(C(F)(F)F)=O, predict the reaction product. The product is: [Cl:23][C:21]1[CH:20]=[CH:19][C:18]2[N:14]([CH:11]3[CH2:10][CH2:9][NH:8][CH2:13][CH2:12]3)[C:15](=[O:24])[NH:16][C:17]=2[CH:22]=1.